This data is from Catalyst prediction with 721,799 reactions and 888 catalyst types from USPTO. The task is: Predict which catalyst facilitates the given reaction. (1) Reactant: O[CH2:2][C:3]1[N:7]([CH2:8][CH2:9][CH2:10][C:11]([F:14])([F:13])[F:12])[C:6]2[CH:15]=[CH:16][C:17]([C:19]#[N:20])=[CH:18][C:5]=2[N:4]=1.S(Cl)(Cl)=O.[CH:25]1([N:28]2[CH2:37][C:36]3[C:31](=[CH:32][CH:33]=[CH:34][CH:35]=3)[NH:30][C:29]2=[O:38])[CH2:27][CH2:26]1.[H-].[Na+]. Product: [CH:25]1([N:28]2[CH2:37][C:36]3[C:31](=[CH:32][CH:33]=[CH:34][CH:35]=3)[N:30]([CH2:2][C:3]3[N:7]([CH2:8][CH2:9][CH2:10][C:11]([F:14])([F:13])[F:12])[C:6]4[CH:15]=[CH:16][C:17]([C:19]#[N:20])=[CH:18][C:5]=4[N:4]=3)[C:29]2=[O:38])[CH2:27][CH2:26]1. The catalyst class is: 606. (2) Reactant: [CH3:1][O:2][C:3]1[CH:8]=[C:7]([N+:9]([O-])=O)[CH:6]=[CH:5][C:4]=1[N:12]1[CH:16]=[C:15]([CH3:17])[N:14]=[CH:13]1.[H][H]. Product: [CH3:1][O:2][C:3]1[CH:8]=[C:7]([NH2:9])[CH:6]=[CH:5][C:4]=1[N:12]1[CH:16]=[C:15]([CH3:17])[N:14]=[CH:13]1. The catalyst class is: 29.